This data is from Peptide-MHC class I binding affinity with 185,985 pairs from IEDB/IMGT. The task is: Regression. Given a peptide amino acid sequence and an MHC pseudo amino acid sequence, predict their binding affinity value. This is MHC class I binding data. (1) The peptide sequence is DEVASTHDW. The MHC is HLA-A29:02 with pseudo-sequence HLA-A29:02. The binding affinity (normalized) is 0. (2) The peptide sequence is LPSIPVHPI. The MHC is HLA-B07:02 with pseudo-sequence HLA-B07:02. The binding affinity (normalized) is 0.610. (3) The peptide sequence is KLSPLCITM. The MHC is HLA-A02:02 with pseudo-sequence HLA-A02:02. The binding affinity (normalized) is 0.589. (4) The peptide sequence is RSRTLTAVH. The MHC is H-2-Db with pseudo-sequence H-2-Db. The binding affinity (normalized) is 0.0154. (5) The peptide sequence is RAAHRRQSV. The MHC is HLA-A02:03 with pseudo-sequence HLA-A02:03. The binding affinity (normalized) is 0.417. (6) The peptide sequence is PTYKAFLCKQY. The binding affinity (normalized) is 0.243. The MHC is Patr-B0101 with pseudo-sequence Patr-B0101. (7) The peptide sequence is AEIESATLF. The MHC is HLA-B27:03 with pseudo-sequence HLA-B27:03. The binding affinity (normalized) is 0.0847.